Predict which catalyst facilitates the given reaction. From a dataset of Catalyst prediction with 721,799 reactions and 888 catalyst types from USPTO. (1) Product: [Br:1][C:2]1[CH:7]=[CH:6][N:5]=[C:4]([C:9]2[CH:14]=[CH:13][CH:12]=[CH:11][N:10]=2)[CH:3]=1. Reactant: [Br:1][C:2]1[CH:3]=[C:4]([C:9]2[CH:14]=[CH:13][CH:12]=[CH:11][N:10]=2)[N+:5]([O-])=[CH:6][CH:7]=1.P(Cl)(Cl)Cl. The catalyst class is: 22. (2) Reactant: [F:1][C:2]1[CH:3]=[C:4]([Br:9])[CH:5]=[CH:6][C:7]=1I.[F:10][C:11]1[CH:12]=[C:13](B(O)O)[CH:14]=[C:15]([F:18])[C:16]=1[F:17].C(=O)([O-])[O-].[K+].[K+].C(COC)OC. Product: [Br:9][C:4]1[CH:5]=[CH:6][C:7]([C:13]2[CH:12]=[C:11]([F:10])[C:16]([F:17])=[C:15]([F:18])[CH:14]=2)=[C:2]([F:1])[CH:3]=1. The catalyst class is: 690. (3) Reactant: [NH2:1][CH2:2][C:3]1[CH:24]=[CH:23][C:6]([CH2:7][NH:8][C:9]2[CH:14]=[CH:13][C:12]([CH2:15][N:16]([CH2:20][CH2:21][CH3:22])[CH2:17][CH2:18][CH3:19])=[CH:11][CH:10]=2)=[CH:5][CH:4]=1.[CH3:25][N:26]1[CH:30]=[CH:29][N:28]=[C:27]1[CH:31]=O.[C:33]([BH3-])#[N:34].[Na+].[OH-].[Na+]. Product: [CH3:25][N:26]1[CH:30]=[CH:29][N:28]=[C:27]1[CH2:31][N:1]([CH2:2][C:3]1[CH:4]=[CH:5][C:6]([CH2:7][NH:8][C:9]2[CH:14]=[CH:13][C:12]([CH2:15][N:16]([CH2:20][CH2:21][CH3:22])[CH2:17][CH2:18][CH3:19])=[CH:11][CH:10]=2)=[CH:23][CH:24]=1)[CH2:10][C:9]1[N:34]([CH3:33])[CH:6]=[CH:7][N:8]=1. The catalyst class is: 130.